Dataset: Reaction yield outcomes from USPTO patents with 853,638 reactions. Task: Predict the reaction yield, written as a fraction of the theoretical maximum amount of product (1.0 means a 100% yield; for example, 0.34 means a 34% yield). The reactants are [Cl-].O[NH3+:3].[C:4](=[O:7])([O-])[OH:5].[Na+].CS(C)=O.[O:13]1[C:17]2([CH2:22][CH2:21][CH:20]([N:23]3[C:28](=[O:29])[C:27]([CH2:30][C:31]4[CH:36]=[CH:35][C:34]([C:37]5[C:38]([C:43]#[N:44])=[CH:39][CH:40]=[CH:41][CH:42]=5)=[CH:33][CH:32]=4)=[C:26]([CH2:45][CH2:46][CH3:47])[N:25]4[N:48]=[C:49]([CH3:51])[N:50]=[C:24]34)[CH2:19][CH2:18]2)[O:16][CH2:15][CH2:14]1. The catalyst is O.C(OCC)(=O)C. The product is [O:16]1[C:17]2([CH2:18][CH2:19][CH:20]([N:23]3[C:28](=[O:29])[C:27]([CH2:30][C:31]4[CH:36]=[CH:35][C:34]([C:37]5[CH:42]=[CH:41][CH:40]=[CH:39][C:38]=5[C:43]5[NH:3][C:4](=[O:7])[O:5][N:44]=5)=[CH:33][CH:32]=4)=[C:26]([CH2:45][CH2:46][CH3:47])[N:25]4[N:48]=[C:49]([CH3:51])[N:50]=[C:24]34)[CH2:21][CH2:22]2)[O:13][CH2:14][CH2:15]1. The yield is 0.740.